This data is from Full USPTO retrosynthesis dataset with 1.9M reactions from patents (1976-2016). The task is: Predict the reactants needed to synthesize the given product. (1) The reactants are: [S:1]1[CH:5]=[C:4]([CH2:6][OH:7])[N:3]=[CH:2]1.[CH3:8][CH:9]([Si:11](Cl)([CH:15]([CH3:17])[CH3:16])[CH:12]([CH3:14])[CH3:13])[CH3:10].N1C=CN=C1. Given the product [CH:9]([Si:11]([CH:15]([CH3:17])[CH3:16])([CH:12]([CH3:14])[CH3:13])[O:7][CH2:6][C:4]1[N:3]=[CH:2][S:1][CH:5]=1)([CH3:10])[CH3:8], predict the reactants needed to synthesize it. (2) Given the product [Cl:12][C:7]1[CH:6]=[C:5]([CH2:4][CH2:3][O:2][CH3:1])[CH:10]=[CH:9][C:8]=1[NH2:11], predict the reactants needed to synthesize it. The reactants are: [CH3:1][O:2][CH2:3][CH2:4][C:5]1[CH:10]=[CH:9][C:8]([NH2:11])=[CH:7][CH:6]=1.[Cl:12]N1C(=O)CCC1=O. (3) Given the product [CH2:12]([C:10]1[CH:11]=[C:6]2[C:7]([C:16]([OH:18])=[CH:17][N:1]=[N:5]2)=[CH:8][C:9]=1[O:14][CH3:15])[CH3:13], predict the reactants needed to synthesize it. The reactants are: [N:1]([O-])=O.[Na+].[NH2:5][C:6]1[CH:11]=[C:10]([CH2:12][CH3:13])[C:9]([O:14][CH3:15])=[CH:8][C:7]=1[C:16](=[O:18])[CH3:17].C(=O)([O-])[O-].[Na+].[Na+]. (4) Given the product [OH:1][C:2]1[C:3]([C:18](=[N:39][NH:38][C:36]([C:33]2[S:32][C:31]([C:29]([OH:30])=[O:42])=[CH:35][CH:34]=2)=[O:37])[CH3:19])=[N:4][N:5]([CH3:17])[C:6]=1[C:7]1[CH:12]=[CH:11][C:10]([C:13]([F:16])([F:15])[F:14])=[CH:9][CH:8]=1, predict the reactants needed to synthesize it. The reactants are: [OH:1][C:2]1[C:3]([C:18](=O)[CH3:19])=[N:4][N:5]([CH3:17])[C:6]=1[C:7]1[CH:12]=[CH:11][C:10]([C:13]([F:16])([F:15])[F:14])=[CH:9][CH:8]=1.N1C=CC(CN[C:29]([C:31]2[S:32][C:33]([C:36]([NH:38][NH2:39])=[O:37])=[CH:34][CH:35]=2)=[O:30])=CC=1.CS(C)=[O:42]. (5) Given the product [O:7]1[C:11]2[CH:12]=[CH:13][C:14]([CH:16]([C:32]3[C:40]4[C:35](=[CH:36][C:37]([CH2:41][OH:42])=[CH:38][CH:39]=4)[N:34]([CH3:45])[CH:33]=3)[C:17]([NH:19][S:20]([C:23]3[CH:28]=[CH:27][C:26]([CH3:29])=[CH:25][C:24]=3[O:30][CH3:31])(=[O:22])=[O:21])=[O:18])=[CH:15][C:10]=2[O:9][CH2:8]1, predict the reactants needed to synthesize it. The reactants are: [H-].[Al+3].[Li+].[H-].[H-].[H-].[O:7]1[C:11]2[CH:12]=[CH:13][C:14]([CH:16]([C:32]3[C:40]4[C:35](=[CH:36][C:37]([C:41](OC)=[O:42])=[CH:38][CH:39]=4)[N:34]([CH3:45])[CH:33]=3)[C:17]([NH:19][S:20]([C:23]3[CH:28]=[CH:27][C:26]([CH3:29])=[CH:25][C:24]=3[O:30][CH3:31])(=[O:22])=[O:21])=[O:18])=[CH:15][C:10]=2[O:9][CH2:8]1.C(OCC)(=O)C. (6) Given the product [F:25][C:26]1[CH:27]=[C:28](/[CH:29]=[CH:20]/[C:21]([O:23][CH3:24])=[O:22])[CH:31]=[CH:32][C:33]=1[OH:34], predict the reactants needed to synthesize it. The reactants are: C1(P(=[CH:20][C:21]([O:23][CH3:24])=[O:22])(C2C=CC=CC=2)C2C=CC=CC=2)C=CC=CC=1.[F:25][C:26]1[CH:27]=[C:28]([CH:31]=[CH:32][C:33]=1[OH:34])[CH:29]=O.